Dataset: Forward reaction prediction with 1.9M reactions from USPTO patents (1976-2016). Task: Predict the product of the given reaction. Given the reactants [Br:1][C:2]1[CH:3]=[CH:4][C:5]2[C:11]3[S:12][C:13]([C:15]([OH:17])=O)=[CH:14][C:10]=3[CH2:9][CH2:8][O:7][C:6]=2[CH:18]=1.CCN=C=NCCCN(C)C.[C:30]([NH:37][C:38](=[NH:41])[S:39][CH3:40])([O:32][C:33]([CH3:36])([CH3:35])[CH3:34])=[O:31], predict the reaction product. The product is: [Br:1][C:2]1[CH:3]=[CH:4][C:5]2[C:11]3[S:12][C:13]([C:15]([N:41]=[C:38]([S:39][CH3:40])[NH:37][C:30]([O:32][C:33]([CH3:34])([CH3:35])[CH3:36])=[O:31])=[O:17])=[CH:14][C:10]=3[CH2:9][CH2:8][O:7][C:6]=2[CH:18]=1.